This data is from Reaction yield outcomes from USPTO patents with 853,638 reactions. The task is: Predict the reaction yield, written as a fraction of the theoretical maximum amount of product (1.0 means a 100% yield; for example, 0.34 means a 34% yield). (1) The reactants are [H-].[Na+].[Cl:3][C:4]1[CH:11]=[CH:10][C:7]([CH:8]=O)=[CH:6][CH:5]=1.C[O:13][C:14](=[O:22])[CH:15]([CH3:21])[CH2:16][C:17]([O:19]C)=[O:18].[OH-].[Na+]. The catalyst is C1(C)C=CC=CC=1.CO. The product is [Cl:3][C:4]1[CH:11]=[CH:10][C:7]([CH:8]=[C:16]([CH:15]([CH3:21])[C:14]([OH:22])=[O:13])[C:17]([OH:19])=[O:18])=[CH:6][CH:5]=1. The yield is 0.260. (2) The reactants are [CH3:1]S(C)=O.[H-].[Na+].[Br:7][C:8]1[CH:9]=[CH:10][C:11]2[C@@:17]3([CH:26]=O)[CH2:18][CH2:19][C:20]4([CH2:25][C@H:16]3[CH2:15][CH2:14][O:13][C:12]=2[CH:28]=1)[O:24][CH2:23][CH2:22][O:21]4.[Br:29][C:30]1[CH:31]=[CH:32][C:33]2[C@:39]3([CH:48]=O)[CH2:40][CH2:41][C:42]4([CH2:47][C@@H:38]3[CH2:37][CH2:36][O:35][C:34]=2[CH:50]=1)[O:46][CH2:45][CH2:44][O:43]4.O. The catalyst is C1COCC1.[Br-].C[P+](C1C=CC=CC=1)(C1C=CC=CC=1)C1C=CC=CC=1. The product is [Br:7][C:8]1[CH:9]=[CH:10][C:11]2[C@@:17]3([CH:26]=[CH2:30])[CH2:18][CH2:19][C:20]4([CH2:25][C@H:16]3[CH2:15][CH2:14][O:13][C:12]=2[CH:28]=1)[O:24][CH2:23][CH2:22][O:21]4.[Br:29][C:30]1[CH:31]=[CH:32][C:33]2[C@:39]3([CH:48]=[CH2:1])[CH2:40][CH2:41][C:42]4([CH2:47][C@@H:38]3[CH2:37][CH2:36][O:35][C:34]=2[CH:50]=1)[O:46][CH2:45][CH2:44][O:43]4. The yield is 0.960. (3) The reactants are [S:1]1[C:5]2[CH:6]=[CH:7][CH:8]=[CH:9][C:4]=2[N:3]=[C:2]1[C:10]1[C:11]([NH2:15])=[N:12][NH:13][CH:14]=1.[CH:16](O)=[O:17]. No catalyst specified. The product is [S:1]1[C:5]2[CH:6]=[CH:7][CH:8]=[CH:9][C:4]=2[N:3]=[C:2]1[C:10]1[C:11]([NH:15][CH:16]=[O:17])=[N:12][NH:13][CH:14]=1. The yield is 0.900. (4) The reactants are [CH2:1]([O:3][C:4]([C:6]1[C:7]2[O:14][C:13]([C:15]([O:17][CH2:18][C:19]3[CH:24]=[CH:23][CH:22]=[CH:21][CH:20]=3)=[O:16])=[C:12]([OH:25])[C:8]=2[CH:9]=[N:10][CH:11]=1)=[O:5])[CH3:2].N1C=CC=CC=1.[F:32][C:33]([F:46])([F:45])[S:34](O[S:34]([C:33]([F:46])([F:45])[F:32])(=[O:36])=[O:35])(=[O:36])=[O:35]. The catalyst is ClCCl. The product is [CH2:1]([O:3][C:4]([C:6]1[C:7]2[O:14][C:13]([C:15]([O:17][CH2:18][C:19]3[CH:20]=[CH:21][CH:22]=[CH:23][CH:24]=3)=[O:16])=[C:12]([O:25][S:34]([C:33]([F:46])([F:45])[F:32])(=[O:36])=[O:35])[C:8]=2[CH:9]=[N:10][CH:11]=1)=[O:5])[CH3:2]. The yield is 0.530. (5) The reactants are C([O:3][C:4]([C:6]1[C:11]([NH:12][C:13]2[CH:14]=[N:15][CH:16]=[N:17][CH:18]=2)=[CH:10][CH:9]=[C:8]([CH:19]2[CH2:21][CH2:20]2)[N:7]=1)=[O:5])C.[OH-].[Na+].Cl. The catalyst is CCO. The product is [CH:19]1([C:8]2[N:7]=[C:6]([C:4]([OH:5])=[O:3])[C:11]([NH:12][C:13]3[CH:18]=[N:17][CH:16]=[N:15][CH:14]=3)=[CH:10][CH:9]=2)[CH2:20][CH2:21]1. The yield is 0.770. (6) The reactants are [C:1]1(=O)[C:10]2[C:5](=[CH:6][CH:7]=[CH:8][CH:9]=2)[CH2:4][C@@H:3]([C:11]([OH:13])=[O:12])[NH:2]1.[N+:15]([O-])([O-:17])=[O:16].[K+]. The catalyst is S(=O)(=O)(O)O.O.[OH-].[NH4+]. The product is [N+:15]([C:8]1[CH:9]=[C:10]2[C:5]([CH2:4][C@@H:3]([C:11]([OH:13])=[O:12])[NH:2][CH2:1]2)=[CH:6][CH:7]=1)([O-:17])=[O:16]. The yield is 0.750. (7) The reactants are [CH3:1][N:2]([CH3:39])[C:3]1[CH:38]=[CH:37][C:6]([C:7]([NH:9][C:10]2[CH:15]=[CH:14][CH:13]=[C:12]([CH:16]([C:21]3[C:29]4[C:24](=[CH:25][C:26]([N:30]5[CH2:35][CH2:34][O:33][CH2:32][CH2:31]5)=[CH:27][CH:28]=4)[NH:23][CH:22]=3)[CH2:17][N+:18]([O-])=O)[C:11]=2[F:36])=[O:8])=[CH:5][CH:4]=1.[H][H]. The catalyst is CO.[Ni]. The product is [NH2:18][CH2:17][CH:16]([C:12]1[C:11]([F:36])=[C:10]([NH:9][C:7](=[O:8])[C:6]2[CH:5]=[CH:4][C:3]([N:2]([CH3:1])[CH3:39])=[CH:38][CH:37]=2)[CH:15]=[CH:14][CH:13]=1)[C:21]1[C:29]2[C:24](=[CH:25][C:26]([N:30]3[CH2:35][CH2:34][O:33][CH2:32][CH2:31]3)=[CH:27][CH:28]=2)[NH:23][CH:22]=1. The yield is 0.820.